Predict the reactants needed to synthesize the given product. From a dataset of Retrosynthesis with 50K atom-mapped reactions and 10 reaction types from USPTO. (1) The reactants are: CC(C)(C)OC(=O)OC(=O)OC(C)(C)C.COc1cc(CO[C@H]2CNC[C@@H](OC[C@H](O)CO)[C@@H]2c2ccc(OCCCOc3ccccc3[N+](=O)[O-])cc2)cc2ccccc12. Given the product COc1cc(CO[C@H]2CN(C(=O)OC(C)(C)C)C[C@@H](OC[C@H](O)CO)[C@@H]2c2ccc(OCCCOc3ccccc3[N+](=O)[O-])cc2)cc2ccccc12, predict the reactants needed to synthesize it. (2) Given the product Nc1ncnc2c1c(-c1ccc(Oc3ccccc3)cc1)nn2[C@H]1C[C@H](O)C1, predict the reactants needed to synthesize it. The reactants are: Nc1ncnc2c1c(-c1ccc(Oc3ccccc3)cc1)nn2[C@H]1C[C@H](OC(=O)c2ccc([N+](=O)[O-])cc2)C1. (3) Given the product CS(=O)(=O)Nc1c(F)cc(CNC(=O)C=Cc2ccc(C(F)(F)F)nc2-c2cccc(F)c2)cc1C#N, predict the reactants needed to synthesize it. The reactants are: CS(=O)(=O)Nc1c(F)cc(CN)cc1C#N.O=C(O)C=Cc1ccc(C(F)(F)F)nc1-c1cccc(F)c1. (4) The reactants are: CC(C)(C)C(=O)Cl.Nc1cccc(N2CCN(c3ncnc4ccc(-c5cnn(C(c6ccccc6)(c6ccccc6)c6ccccc6)c5)cc34)CC2)c1. Given the product CC(C)(C)C(=O)Nc1cccc(N2CCN(c3ncnc4ccc(-c5cnn(C(c6ccccc6)(c6ccccc6)c6ccccc6)c5)cc34)CC2)c1, predict the reactants needed to synthesize it.